This data is from Peptide-MHC class I binding affinity with 185,985 pairs from IEDB/IMGT. The task is: Regression. Given a peptide amino acid sequence and an MHC pseudo amino acid sequence, predict their binding affinity value. This is MHC class I binding data. (1) The peptide sequence is GEVGLDLTV. The MHC is HLA-B58:01 with pseudo-sequence HLA-B58:01. The binding affinity (normalized) is 0.0847. (2) The peptide sequence is NQRETTVVW. The MHC is HLA-A31:01 with pseudo-sequence HLA-A31:01. The binding affinity (normalized) is 0.0847. (3) The peptide sequence is NHSAASAMAL. The MHC is Mamu-A07 with pseudo-sequence Mamu-A07. The binding affinity (normalized) is 0.607. (4) The peptide sequence is YLHDPLTPY. The MHC is HLA-A02:19 with pseudo-sequence HLA-A02:19. The binding affinity (normalized) is 0.0847. (5) The peptide sequence is VMSELFDTL. The MHC is HLA-A02:06 with pseudo-sequence HLA-A02:06. The binding affinity (normalized) is 1.00. (6) The MHC is HLA-A24:02 with pseudo-sequence HLA-A24:02. The binding affinity (normalized) is 0.214. The peptide sequence is KWADNNCYL. (7) The peptide sequence is FIPIYDLL. The MHC is H-2-Db with pseudo-sequence H-2-Db. The binding affinity (normalized) is 0.0497.